From a dataset of Full USPTO retrosynthesis dataset with 1.9M reactions from patents (1976-2016). Predict the reactants needed to synthesize the given product. Given the product [ClH:20].[CH:21]([C:13]1[CH:12]=[CH:11][C:10]2[CH2:9][NH:8][CH2:17][C:16]([CH3:18])([CH3:19])[C:15]=2[N:14]=1)([CH3:23])[CH3:22], predict the reactants needed to synthesize it. The reactants are: C([N:8]1[CH2:17][C:16]([CH3:19])([CH3:18])[C:15]2[N:14]=[C:13]([Cl:20])[CH:12]=[CH:11][C:10]=2[CH2:9]1)C1C=CC=CC=1.[CH:21]([Mg]Cl)([CH3:23])[CH3:22].